This data is from Forward reaction prediction with 1.9M reactions from USPTO patents (1976-2016). The task is: Predict the product of the given reaction. (1) Given the reactants [CH2:1]([C@@:8]12[CH2:21][CH2:20][C@:19]([O:26][Si:27]([CH2:32][CH3:33])([CH2:30][CH3:31])[CH2:28][CH3:29])([C:22]([F:25])([F:24])[F:23])[CH2:18][C@H:17]1C=C(C)[C:14]1[CH:13]=[C:12]([C:35]([NH:37][C:38]3[C:39]([CH3:44])=[N:40][CH:41]=[CH:42][CH:43]=3)=[O:36])[CH:11]=[CH:10][C:9]2=1)[C:2]1[CH:7]=[CH:6][CH:5]=[CH:4][CH:3]=1.[O:45]=O.C1(P([C:60]2[CH:65]=CC=CC=2)C2C=CC=CC=2)C=CC=CC=1.[OH-].[Na+].[C:68]([O-:71])(O)=O.[Na+], predict the reaction product. The product is: [CH3:44][C:39]1[C:38]([NH:37][C:35]([C:12]2[CH:13]=[CH:14][C:9]3[C@:8]4([CH2:1][C:2]5[CH:7]=[CH:6][CH:5]=[CH:4][CH:3]=5)[CH2:21][CH2:20][C@:19]([O:26][Si:27]([CH2:32][CH3:33])([CH2:28][CH3:29])[CH2:30][CH3:31])([C:22]([F:23])([F:24])[F:25])[CH2:18][C@H:17]4[CH:65]([OH:45])[CH2:60][C:68](=[O:71])[C:10]=3[CH:11]=2)=[O:36])=[CH:43][CH:42]=[CH:41][N:40]=1. (2) Given the reactants Br[CH:2]([CH2:6][CH3:7])[C:3]([OH:5])=[O:4].C[Si](Cl)(C)C.[CH:13]1([NH:19][C:20](=[O:43])[CH2:21][S:22][C:23]2[N:24]([C:37]3[CH:42]=[CH:41][CH:40]=[CH:39][CH:38]=3)[C:25](=[O:36])[C:26]3[NH:27][C:28]4[CH:29]=[CH:30][CH:31]=[CH:32][C:33]=4[C:34]=3[N:35]=2)[CH2:18][CH2:17][CH2:16][CH2:15][CH2:14]1.[H-].[Na+].[CH3:46]I, predict the reaction product. The product is: [CH:13]1([NH:19][C:20](=[O:43])[CH2:21][S:22][C:23]2[N:24]([C:37]3[CH:42]=[CH:41][CH:40]=[CH:39][CH:38]=3)[C:25](=[O:36])[C:26]3[N:27]([CH2:7][CH2:6][CH2:2][C:3]([O:5][CH3:46])=[O:4])[C:28]4[CH:29]=[CH:30][CH:31]=[CH:32][C:33]=4[C:34]=3[N:35]=2)[CH2:18][CH2:17][CH2:16][CH2:15][CH2:14]1.